From a dataset of Reaction yield outcomes from USPTO patents with 853,638 reactions. Predict the reaction yield, written as a fraction of the theoretical maximum amount of product (1.0 means a 100% yield; for example, 0.34 means a 34% yield). (1) The reactants are [O:1]=[S:2]1(=[O:30])[C:8]2[CH:9]=[CH:10][C:11]([C:13]3[C:21]4[C:16](=[CH:17][C:18]([F:22])=[CH:19][CH:20]=4)[N:15](C(OC(C)(C)C)=O)[CH:14]=3)=[CH:12][C:7]=2[C:4]2([CH2:6][CH2:5]2)[NH:3]1.C(O)(C(F)(F)F)=O. The catalyst is C(Cl)Cl. The product is [F:22][C:18]1[CH:17]=[C:16]2[C:21]([C:13]([C:11]3[CH:10]=[CH:9][C:8]4[S:2](=[O:30])(=[O:1])[NH:3][C:4]5([CH2:5][CH2:6]5)[C:7]=4[CH:12]=3)=[CH:14][NH:15]2)=[CH:20][CH:19]=1. The yield is 0.650. (2) The reactants are Br[C:2]1[CH:17]=[CH:16][C:5]([CH2:6][CH2:7][NH:8][C:9](=[O:15])[O:10][C:11]([CH3:14])([CH3:13])[CH3:12])=[CH:4][CH:3]=1.[C:18](=[O:21])([O-])[O-].[Na+].[Na+].CO. The catalyst is C(Cl)Cl.C1C=CC([P]([Pd]([P](C2C=CC=CC=2)(C2C=CC=CC=2)C2C=CC=CC=2)([P](C2C=CC=CC=2)(C2C=CC=CC=2)C2C=CC=CC=2)[P](C2C=CC=CC=2)(C2C=CC=CC=2)C2C=CC=CC=2)(C2C=CC=CC=2)C2C=CC=CC=2)=CC=1. The product is [O:21]=[C:18]1[NH:8][CH:7]=[C:6]([C:2]2[CH:17]=[CH:16][C:5]([CH2:6][CH2:7][NH:8][C:9](=[O:15])[O:10][C:11]([CH3:14])([CH3:13])[CH3:12])=[CH:4][CH:3]=2)[CH:5]=[CH:4]1. The yield is 0.580.